Dataset: Reaction yield outcomes from USPTO patents with 853,638 reactions. Task: Predict the reaction yield, written as a fraction of the theoretical maximum amount of product (1.0 means a 100% yield; for example, 0.34 means a 34% yield). (1) The reactants are Br[CH2:2][C:3]([C:5]1[C:6](=[O:16])[O:7][C:8]2[C:13]([CH:14]=1)=[CH:12][CH:11]=[C:10]([F:15])[CH:9]=2)=O.[F:17][C:18]1[C:19]([NH2:25])=[N:20][CH:21]=[C:22]([CH3:24])[CH:23]=1. The catalyst is CCO. The product is [F:15][C:10]1[CH:9]=[C:8]2[C:13]([CH:14]=[C:5]([C:3]3[N:25]=[C:19]4[C:18]([F:17])=[CH:23][C:22]([CH3:24])=[CH:21][N:20]4[CH:2]=3)[C:6](=[O:16])[O:7]2)=[CH:12][CH:11]=1. The yield is 0.750. (2) The reactants are [CH3:1][C:2]1[C:6]([C:7]2[CH:15]=[C:14]3[C:10]([C:11]4[C:19]([C:20]5[C:29]6[C:24](=[CH:25][CH:26]=[CH:27][CH:28]=6)[C:23]([C:30](O)=[O:31])=[CH:22][CH:21]=5)=[N:18][C:17]([CH3:33])=[N:16][C:12]=4[NH:13]3)=[CH:9][C:8]=2[O:34][CH3:35])=[C:5]([CH3:36])[O:4][N:3]=1.C([N:44]1[CH2:49][CH2:48][NH:47][CH2:46][C@@H:45]1[CH2:50][OH:51])(OC(C)(C)C)=O.C(C(O)=O)(F)(F)F. No catalyst specified. The product is [CH3:1][C:2]1[C:6]([C:7]2[CH:15]=[C:14]3[C:10]([C:11]4[C:19]([C:20]5[C:29]6[C:24](=[CH:25][CH:26]=[CH:27][CH:28]=6)[C:23]([C:30]([N:47]6[CH2:48][CH2:49][NH:44][C@@H:45]([CH2:50][OH:51])[CH2:46]6)=[O:31])=[CH:22][CH:21]=5)=[N:18][C:17]([CH3:33])=[N:16][C:12]=4[NH:13]3)=[CH:9][C:8]=2[O:34][CH3:35])=[C:5]([CH3:36])[O:4][N:3]=1. The yield is 0.590. (3) The reactants are Br[C:2]1[CH:7]=[CH:6][C:5]([CH2:8][C:9]([NH:11][C:12]2[CH:17]=[CH:16][C:15]([O:18][C:19]3[CH:24]=[CH:23][C:22]([Cl:25])=[C:21]([Cl:26])[CH:20]=3)=[CH:14][C:13]=2[OH:27])=[O:10])=[CH:4][CH:3]=1.[F:28][C:29]([F:40])([F:39])[C:30]1[CH:35]=[CH:34][C:33](B(O)O)=[CH:32][CH:31]=1. No catalyst specified. The product is [OH:27][C:13]1[CH:14]=[C:15]([O:18][C:19]2[CH:24]=[CH:23][C:22]([Cl:25])=[C:21]([Cl:26])[CH:20]=2)[CH:16]=[CH:17][C:12]=1[NH:11][C:9](=[O:10])[CH2:8][C:5]1[CH:6]=[CH:7][C:2]([C:33]2[CH:34]=[CH:35][C:30]([C:29]([F:40])([F:39])[F:28])=[CH:31][CH:32]=2)=[CH:3][CH:4]=1. The yield is 0.500. (4) The reactants are Br[C:2]1[C:3]([F:18])=[C:4]([C:9]2[C:10]([C:16]#[N:17])=[CH:11][CH:12]=[CH:13][C:14]=2[F:15])[C:5]([F:8])=[CH:6][CH:7]=1.C([O-])(=O)C.[K+].[B:32]1([B:32]2[O:37][CH2:36][C:35]([CH3:39])(C)[CH2:34][O:33]2)[O:37][CH2:36][C:35](C)([CH3:39])[CH2:34][O:33]1. The catalyst is O1CCOCC1.CS(C)=O.C(OCC)C. The product is [CH3:39][C:35]1([CH3:34])[O:33][B:32]([C:2]2[C:3]([F:18])=[C:4]([C:9]3[C:10]([C:16]#[N:17])=[CH:11][CH:12]=[CH:13][C:14]=3[F:15])[C:5]([F:8])=[CH:6][CH:7]=2)[O:37][CH2:36]1. The yield is 0.570. (5) The reactants are Cl[C:2]1[C:3]([C:10]([O:12][CH3:13])=[O:11])=[N:4][N:5]([CH3:9])[C:6](=[O:8])[CH:7]=1.[F:14][C:15]1[CH:21]=[CH:20][CH:19]=[CH:18][C:16]=1[NH2:17]. No catalyst specified. The product is [F:14][C:15]1[CH:21]=[CH:20][CH:19]=[CH:18][C:16]=1[NH:17][C:2]1[C:3]([C:10]([O:12][CH3:13])=[O:11])=[N:4][N:5]([CH3:9])[C:6](=[O:8])[CH:7]=1. The yield is 0.610. (6) The yield is 0.620. The reactants are [CH3:1][CH:2]([C:6](=[O:8])[CH3:7])[C:3](=[O:5])[CH3:4].[CH:9](=O)[C:10]1[CH:15]=[CH:14][CH:13]=[CH:12][CH:11]=1.B(OCCCC)(OCCCC)O[CH2:19][CH2:20][CH2:21]C.[CH2:33](N)[CH2:34][CH2:35][CH3:36]. The catalyst is C(OCC)(=O)C. The product is [CH3:1][CH:2]([C:6](=[O:8])[CH:7]=[CH:36][C:35]1[CH:21]=[CH:20][CH:19]=[CH:33][CH:34]=1)[C:3](=[O:5])[CH:4]=[CH:9][C:10]1[CH:15]=[CH:14][CH:13]=[CH:12][CH:11]=1. (7) The reactants are B.C1COCC1.[CH2:7]([O:14][CH2:15][CH2:16][N:17]1[CH2:22][CH2:21][CH:20]([CH2:23][CH2:24][CH2:25][C:26]([NH2:28])=O)[CH2:19][CH2:18]1)[C:8]1[CH:13]=[CH:12][CH:11]=[CH:10][CH:9]=1. No catalyst specified. The product is [CH2:7]([O:14][CH2:15][CH2:16][N:17]1[CH2:22][CH2:21][CH:20]([CH2:23][CH2:24][CH2:25][CH2:26][NH2:28])[CH2:19][CH2:18]1)[C:8]1[CH:9]=[CH:10][CH:11]=[CH:12][CH:13]=1. The yield is 0.890. (8) The reactants are [Si:1]([O:8][C:9]1[C:18]2[C:13](=[CH:14][CH:15]=[CH:16][CH:17]=2)[C:12]([C:19]#[C:20][CH2:21][CH2:22][NH:23][C:24](=[O:33])[O:25][CH2:26][C:27]2[CH:32]=[CH:31][CH:30]=[CH:29][CH:28]=2)=[CH:11][CH:10]=1)([C:4]([CH3:7])([CH3:6])[CH3:5])([CH3:3])[CH3:2].ClC(OCC1C=CC=CC=1)=O. The catalyst is CO.C(Cl)Cl.C([O-])(O)=O.[Na+].[Pd]. The product is [Si:1]([O:8][C:9]1[C:18]2[C:13](=[CH:14][CH:15]=[CH:16][CH:17]=2)[C:12]([CH2:19][CH2:20][CH2:21][CH2:22][NH:23][C:24](=[O:33])[O:25][CH2:26][C:27]2[CH:32]=[CH:31][CH:30]=[CH:29][CH:28]=2)=[CH:11][CH:10]=1)([C:4]([CH3:7])([CH3:6])[CH3:5])([CH3:3])[CH3:2]. The yield is 0.770.